Dataset: Reaction yield outcomes from USPTO patents with 853,638 reactions. Task: Predict the reaction yield, written as a fraction of the theoretical maximum amount of product (1.0 means a 100% yield; for example, 0.34 means a 34% yield). (1) The reactants are [Cl:1][C:2]1[C:7]([OH:8])=[C:6]([F:9])[C:5]([CH3:10])=[CH:4][CH:3]=1.[O:11]=[N+:12]=[O:13].F[B-](F)(F)F.CCCCCC. The catalyst is ClCCl.C1(C)C=CC=CC=1. The product is [Cl:1][C:2]1[C:7]([OH:8])=[C:6]([F:9])[C:5]([CH3:10])=[C:4]([N+:12]([O-:13])=[O:11])[CH:3]=1. The yield is 0.610. (2) The reactants are [F:1][C:2]([F:34])([F:33])[C:3]1[CH:4]=[C:5]([CH2:13][C:14]([N:16]2[CH2:21][CH2:20][O:19][C:18]([CH2:30][CH2:31][OH:32])([C:22]3[CH:27]=[CH:26][C:25]([Cl:28])=[C:24]([Cl:29])[CH:23]=3)[CH2:17]2)=[O:15])[CH:6]=[C:7]([C:9]([F:12])([F:11])[F:10])[CH:8]=1.CN(C1C=CC=CN=1)C.C(N(CC)CC)C.[CH3:51][C:52]1[CH:57]=[CH:56][C:55]([S:58](Cl)(=[O:60])=[O:59])=[CH:54][CH:53]=1.Cl. The catalyst is C(Cl)Cl.O. The product is [CH3:51][C:52]1[CH:57]=[CH:56][C:55]([S:58]([O:32][CH2:31][CH2:30][C:18]2([C:22]3[CH:27]=[CH:26][C:25]([Cl:28])=[C:24]([Cl:29])[CH:23]=3)[O:19][CH2:20][CH2:21][N:16]([C:14](=[O:15])[CH2:13][C:5]3[CH:6]=[C:7]([C:9]([F:10])([F:11])[F:12])[CH:8]=[C:3]([C:2]([F:1])([F:33])[F:34])[CH:4]=3)[CH2:17]2)(=[O:60])=[O:59])=[CH:54][CH:53]=1. The yield is 0.639. (3) The reactants are CC1(C)[O:7][C:6](=[O:8])[CH2:5][C:4](=[O:9])O1.[CH:11]([NH:14][C:15]1[CH:22]=[CH:21][CH:20]=[CH:19][C:16]=1[CH:17]=O)([CH3:13])[CH3:12].C(O)(=O)C.C(N)CN. The yield is 0.980. The product is [CH:11]([N:14]1[C:15]2[C:16](=[CH:19][CH:20]=[CH:21][CH:22]=2)[CH:17]=[C:5]([C:6]([OH:7])=[O:8])[C:4]1=[O:9])([CH3:13])[CH3:12]. The catalyst is CO. (4) The reactants are C([O:8][C:9]1[C:34]([O:35][CH3:36])=[CH:33][C:12]([CH2:13][C:14]2[C:22]3[C:17](=[N:18][CH:19]=[CH:20][CH:21]=3)[N:16]([Si:23]([CH:30]([CH3:32])[CH3:31])([CH:27]([CH3:29])[CH3:28])[CH:24]([CH3:26])[CH3:25])[CH:15]=2)=[C:11]([F:37])[CH:10]=1)C1C=CC=CC=1. The catalyst is CO.O1CCCC1.[Pd]. The product is [F:37][C:11]1[C:12]([CH2:13][C:14]2[C:22]3[C:17](=[N:18][CH:19]=[CH:20][CH:21]=3)[N:16]([Si:23]([CH:27]([CH3:29])[CH3:28])([CH:24]([CH3:26])[CH3:25])[CH:30]([CH3:32])[CH3:31])[CH:15]=2)=[CH:33][C:34]([O:35][CH3:36])=[C:9]([OH:8])[CH:10]=1. The yield is 0.860. (5) The reactants are Br[C:2]1[C:10]2[O:9][CH2:8][CH:7]([C:11]3[CH:16]=[CH:15][C:14]([CH:17]([CH3:19])[CH3:18])=[CH:13][CH:12]=3)[C:6]=2[C:5]([CH3:20])=[C:4]([NH:21][C:22](=[O:28])[CH2:23][C:24]([CH3:27])([CH3:26])[CH3:25])[C:3]=1[CH3:29].[N:30]1([C:35]2[CH:36]=[C:37](B(O)O)[CH:38]=[CH:39][CH:40]=2)[CH2:34][CH2:33][CH2:32][CH2:31]1. No catalyst specified. The product is [CH:17]([C:14]1[CH:13]=[CH:12][C:11]([CH:7]2[C:6]3[C:5]([CH3:20])=[C:4]([NH:21][C:22](=[O:28])[CH2:23][C:24]([CH3:27])([CH3:25])[CH3:26])[C:3]([CH3:29])=[C:2]([C:37]4[CH:38]=[CH:39][CH:40]=[C:35]([N:30]5[CH2:31][CH2:32][CH2:33][CH2:34]5)[CH:36]=4)[C:10]=3[O:9][CH2:8]2)=[CH:16][CH:15]=1)([CH3:19])[CH3:18]. The yield is 0.170. (6) The product is [Br:10][C:11]1[CH:12]=[C:13]2[C:18](=[CH:19][CH:20]=1)[N:17]([C:21](=[O:26])[C:22]([F:23])([F:25])[F:24])[C@@H:16]([CH3:27])[CH2:15][N:14]2[C:31]([CH:28]1[CH2:30][CH2:29]1)=[O:32]. The reactants are C(N(CC)C(C)C)(C)C.[Br:10][C:11]1[CH:12]=[C:13]2[C:18](=[CH:19][CH:20]=1)[N:17]([C:21](=[O:26])[C:22]([F:25])([F:24])[F:23])[C@@H:16]([CH3:27])[CH2:15][NH:14]2.[CH:28]1([C:31](Cl)=[O:32])[CH2:30][CH2:29]1. The catalyst is ClCCCl. The yield is 0.980.